Dataset: NCI-60 drug combinations with 297,098 pairs across 59 cell lines. Task: Regression. Given two drug SMILES strings and cell line genomic features, predict the synergy score measuring deviation from expected non-interaction effect. (1) Drug 1: C1=CC(=CC=C1C#N)C(C2=CC=C(C=C2)C#N)N3C=NC=N3. Synergy scores: CSS=58.8, Synergy_ZIP=4.15, Synergy_Bliss=3.17, Synergy_Loewe=-30.5, Synergy_HSA=4.21. Drug 2: CC1C(C(CC(O1)OC2CC(CC3=C2C(=C4C(=C3O)C(=O)C5=CC=CC=C5C4=O)O)(C(=O)C)O)N)O. Cell line: TK-10. (2) Cell line: MDA-MB-231. Drug 2: CC1=C(C(=O)C2=C(C1=O)N3CC4C(C3(C2COC(=O)N)OC)N4)N. Drug 1: C1=CC(=CC=C1C#N)C(C2=CC=C(C=C2)C#N)N3C=NC=N3. Synergy scores: CSS=7.91, Synergy_ZIP=-4.02, Synergy_Bliss=-2.87, Synergy_Loewe=-1.19, Synergy_HSA=-0.814. (3) Cell line: CAKI-1. Drug 1: C1=NC(=NC(=O)N1C2C(C(C(O2)CO)O)O)N. Drug 2: CC1CCCC2(C(O2)CC(NC(=O)CC(C(C(=O)C(C1O)C)(C)C)O)C(=CC3=CSC(=N3)C)C)C. Synergy scores: CSS=47.0, Synergy_ZIP=-5.76, Synergy_Bliss=-5.99, Synergy_Loewe=-0.302, Synergy_HSA=2.19. (4) Drug 1: CC1=C(C=C(C=C1)C(=O)NC2=CC(=CC(=C2)C(F)(F)F)N3C=C(N=C3)C)NC4=NC=CC(=N4)C5=CN=CC=C5. Drug 2: CN(C(=O)NC(C=O)C(C(C(CO)O)O)O)N=O. Cell line: MOLT-4. Synergy scores: CSS=-7.02, Synergy_ZIP=4.14, Synergy_Bliss=0.670, Synergy_Loewe=-7.54, Synergy_HSA=-7.51. (5) Drug 1: CCCS(=O)(=O)NC1=C(C(=C(C=C1)F)C(=O)C2=CNC3=C2C=C(C=N3)C4=CC=C(C=C4)Cl)F. Drug 2: C(CCl)NC(=O)N(CCCl)N=O. Cell line: DU-145. Synergy scores: CSS=-4.25, Synergy_ZIP=2.53, Synergy_Bliss=2.90, Synergy_Loewe=-2.06, Synergy_HSA=-1.50. (6) Drug 1: CN(C)N=NC1=C(NC=N1)C(=O)N. Drug 2: CC12CCC3C(C1CCC2OP(=O)(O)O)CCC4=C3C=CC(=C4)OC(=O)N(CCCl)CCCl.[Na+]. Cell line: SW-620. Synergy scores: CSS=-11.1, Synergy_ZIP=2.32, Synergy_Bliss=-5.28, Synergy_Loewe=-11.3, Synergy_HSA=-10.7.